Dataset: Forward reaction prediction with 1.9M reactions from USPTO patents (1976-2016). Task: Predict the product of the given reaction. (1) Given the reactants [CH2:1]1[CH2:5]OC[CH2:2]1.C([Mg]Cl)(C)C.C(OCC)(=O)C.[C:17]([OH:22])(=[O:21])[CH:18]([CH3:20])[CH3:19], predict the reaction product. The product is: [C:17]([OH:22])(=[O:21])[C:18]1[CH:20]=[CH:5][CH:1]=[CH:2][CH:19]=1. (2) The product is: [O:21]=[C:15]1[CH:14]([N:8]2[C:7](=[O:22])[C:6]3[C:10](=[CH:11][CH:12]=[C:4]([CH2:3][NH:2][C:29](=[O:30])[C:28]4[CH:32]=[CH:33][C:25]([O:24][CH3:23])=[CH:26][CH:27]=4)[CH:5]=3)[C:9]2=[O:13])[CH2:19][CH2:18][C:17](=[O:20])[NH:16]1. Given the reactants Cl.[NH2:2][CH2:3][C:4]1[CH:5]=[C:6]2[C:10](=[CH:11][CH:12]=1)[C:9](=[O:13])[N:8]([CH:14]1[CH2:19][CH2:18][C:17](=[O:20])[NH:16][C:15]1=[O:21])[C:7]2=[O:22].[CH3:23][O:24][C:25]1[CH:33]=[CH:32][C:28]([C:29](Cl)=[O:30])=[CH:27][CH:26]=1.CCN(C(C)C)C(C)C, predict the reaction product. (3) Given the reactants S(O)(O)(=O)=O.[NH2:6][C:7]([NH2:9])=[NH:8].C(=O)([O-])[O-].[Na+].[Na+].[CH3:16][C:17](=O)[CH2:18][C:19](=O)[CH3:20], predict the reaction product. The product is: [NH2:8][C:7]1[N:9]=[C:19]([CH3:20])[CH:18]=[C:17]([CH3:16])[N:6]=1.